Task: Regression. Given two drug SMILES strings and cell line genomic features, predict the synergy score measuring deviation from expected non-interaction effect.. Dataset: NCI-60 drug combinations with 297,098 pairs across 59 cell lines Drug 1: COCCOC1=C(C=C2C(=C1)C(=NC=N2)NC3=CC=CC(=C3)C#C)OCCOC. Drug 2: CCC1(C2=C(COC1=O)C(=O)N3CC4=CC5=C(C=CC(=C5CN(C)C)O)N=C4C3=C2)O. Cell line: OVCAR3. Synergy scores: CSS=82.0, Synergy_ZIP=-5.70, Synergy_Bliss=-6.97, Synergy_Loewe=-0.514, Synergy_HSA=2.40.